From a dataset of Forward reaction prediction with 1.9M reactions from USPTO patents (1976-2016). Predict the product of the given reaction. Given the reactants [Cl:1][C:2]1[CH:7]=[C:6]([CH3:8])[CH:5]=[C:4]([CH3:9])[CH:3]=1.[Br:10]N1C(=O)CCC1=O, predict the reaction product. The product is: [Br:10][CH2:9][C:4]1[CH:5]=[C:6]([CH3:8])[CH:7]=[C:2]([Cl:1])[CH:3]=1.